This data is from Forward reaction prediction with 1.9M reactions from USPTO patents (1976-2016). The task is: Predict the product of the given reaction. (1) Given the reactants [CH2:1]([C:9]1[CH:15]=[CH:14][C:12]([NH2:13])=[CH:11][CH:10]=1)[CH2:2][CH2:3][CH2:4][CH2:5][CH2:6][CH2:7][CH3:8].C(OC([NH:23][C@@H:24]([C:27](O)=[O:28])[CH2:25][OH:26])=O)(C)(C)C, predict the reaction product. The product is: [NH2:23][C@H:24]([CH2:27][OH:28])[C:25]([NH:13][C:12]1[CH:11]=[CH:10][C:9]([CH2:1][CH2:2][CH2:3][CH2:4][CH2:5][CH2:6][CH2:7][CH3:8])=[CH:15][CH:14]=1)=[O:26]. (2) The product is: [NH2:31][C:30]1[N:29]([CH3:28])[C:33](=[O:36])[C:14]([C:6]2[CH:7]=[CH:8][C:9]([O:10][CH:11]([F:12])[F:13])=[C:4]([CH:1]3[CH2:2][CH2:3]3)[CH:5]=2)([C:15]2[CH:41]=[CH:39][CH:40]=[C:18]([C:19]#[C:20][CH3:21])[CH:17]=2)[N:32]=1. Given the reactants [CH:1]1([C:4]2[CH:5]=[C:6]([C:14](=O)[C:15]([C:17]3C=[CH:21][CH:20]=[C:19](C#CC)[CH:18]=3)=O)[CH:7]=[CH:8][C:9]=2[O:10][CH:11]([F:13])[F:12])[CH2:3][CH2:2]1.Cl.[CH3:28][NH:29][C:30]([NH2:32])=[NH:31].[C:33](=[O:36])([O-])[O-].[Na+].[Na+].[CH:39](O)([CH3:41])[CH3:40], predict the reaction product. (3) Given the reactants [C:1]([NH2:5])([CH3:4])(C)C.C(OC([N:13]1CC[C:16](=O)[CH2:15][C@H:14]1C(O)=O)=O)(C)(C)C.[CH3:23][C:24]1[CH:25]=[CH:26][C:27]([C:33]2[N:38]=[CH:37][CH:36]=[CH:35][N:34]=2)=[C:28]([CH:32]=1)[C:29]([OH:31])=O.CC[N:41]([CH:45]([CH3:47])C)[CH:42]([CH3:44])[CH3:43].C(P1(=O)OP(CCC)(=O)OP([CH2:62][CH2:63][CH3:64])(=O)O1)CC.C(Cl)[Cl:67], predict the reaction product. The product is: [Cl:67][C:15]1[CH:16]=[CH:4][C:1]([NH:5][CH2:44][C@H:42]2[N:41]([C:29]([C:28]3[CH:32]=[C:24]([CH3:23])[CH:25]=[CH:26][C:27]=3[C:33]3[N:38]=[CH:37][CH:36]=[CH:35][N:34]=3)=[O:31])[CH2:45][CH2:47][C:62]3([CH2:63][CH2:64]3)[CH2:43]2)=[N:13][CH:14]=1. (4) Given the reactants Br[C:2]1[C:12]([OH:13])=[CH:11][C:5]([C:6]([O:8][CH2:9][CH3:10])=[O:7])=[CH:4][C:3]=1[O:14][CH2:15][CH3:16].P([O-])([O-])([O-])=O.[K+].[K+].[K+].[F:25][C:26]1[CH:31]=[CH:30][C:29](B(O)O)=[CH:28][CH:27]=1.C1(P(C2CCCCC2)C2CCCCC2)CCCCC1, predict the reaction product. The product is: [CH2:15]([O:14][C:3]1[CH:4]=[C:5]([C:6]([O:8][CH2:9][CH3:10])=[O:7])[CH:11]=[C:12]([OH:13])[C:2]=1[C:29]1[CH:30]=[CH:31][C:26]([F:25])=[CH:27][CH:28]=1)[CH3:16]. (5) Given the reactants [CH3:1][O:2][C:3]1[CH:23]=[CH:22][C:6]([CH2:7][N:8]2[CH:20]=[C:19]3[C:10]([C:11](=O)[NH:12][C:13]4[CH:14]=[CH:15][CH:16]=[CH:17][C:18]=43)=[N:9]2)=[CH:5][CH:4]=1.O=P(Cl)(Cl)[Cl:26], predict the reaction product. The product is: [Cl:26][C:11]1[C:10]2=[N:9][N:8]([CH2:7][C:6]3[CH:22]=[CH:23][C:3]([O:2][CH3:1])=[CH:4][CH:5]=3)[CH:20]=[C:19]2[C:18]2[CH:17]=[CH:16][CH:15]=[CH:14][C:13]=2[N:12]=1. (6) Given the reactants [Cl:1][C:2]1[S:3][C:4]([CH:18]2[O:22][CH2:21][CH2:20][O:19]2)=[CH:5][C:6]=1[CH:7]([OH:17])[C:8]1[C:13]([CH2:14][CH2:15]O)=[CH:12][CH:11]=[CH:10][N:9]=1.C1C=CC=CC=1.N1C=CC=CC=1.C1(P(C2C=CC=CC=2)C2C=CC=CC=2)C=CC=CC=1.[I:54]I, predict the reaction product. The product is: [Cl:1][C:2]1[S:3][C:4]([CH:18]2[O:22][CH2:21][CH2:20][O:19]2)=[CH:5][C:6]=1[CH:7]([C:8]1[C:13]([CH2:14][CH2:15][I:54])=[CH:12][CH:11]=[CH:10][N:9]=1)[OH:17]. (7) Given the reactants [C:1]([O:5][C:6]([N:8]([CH2:32][C:33]1[CH:34]=[C:35]([CH:39]=[CH:40][CH:41]=1)[C:36]([OH:38])=[O:37])[S:9]([C:12]1[CH:17]=[C:16]([C:18]([NH:20][N:21]2[C:29]3[C:24](=[CH:25][CH:26]=[CH:27][CH:28]=3)[CH2:23][CH:22]2[CH3:30])=[O:19])[CH:15]=[CH:14][C:13]=1[Cl:31])(=[O:11])=[O:10])=[O:7])([CH3:4])([CH3:3])[CH3:2].Cl[CH2:43][O:44]/[N:45]=[N+:46](/[N:48]([CH2:51][CH3:52])[CH2:49][CH3:50])\[O-:47], predict the reaction product. The product is: [C:1]([O:5][C:6]([N:8]([CH2:32][C:33]1[CH:34]=[C:35]([CH:39]=[CH:40][CH:41]=1)[C:36]([O:38][CH2:43][O:44]/[N:45]=[N+:46](\[O-:47])/[N:48]([CH2:51][CH3:52])[CH2:49][CH3:50])=[O:37])[S:9]([C:12]1[CH:17]=[C:16]([C:18]([NH:20][N:21]2[C:29]3[C:24](=[CH:25][CH:26]=[CH:27][CH:28]=3)[CH2:23][CH:22]2[CH3:30])=[O:19])[CH:15]=[CH:14][C:13]=1[Cl:31])(=[O:10])=[O:11])=[O:7])([CH3:2])([CH3:3])[CH3:4].